Dataset: Full USPTO retrosynthesis dataset with 1.9M reactions from patents (1976-2016). Task: Predict the reactants needed to synthesize the given product. (1) Given the product [O:8]1[C:7]2[CH:9]=[CH:10][CH:11]=[CH:12][C:6]=2[O:5][CH2:4][CH:3]1[CH2:2][N:13]1[CH2:18][CH2:17][CH2:16][CH:15]([C:19]([NH2:21])=[O:20])[CH2:14]1, predict the reactants needed to synthesize it. The reactants are: Br[CH2:2][CH:3]1[O:8][C:7]2[CH:9]=[CH:10][CH:11]=[CH:12][C:6]=2[O:5][CH2:4]1.[NH:13]1[CH2:18][CH2:17][CH2:16][CH:15]([C:19]([NH2:21])=[O:20])[CH2:14]1.C([O-])([O-])=O.[K+].[K+].O. (2) Given the product [Br:3][C:4]1[CH:5]=[C:6]2[N:13]=[CH:12][N:11]([CH2:15][CH2:16][OH:22])[C:7]2=[N:8][C:9]=1[CH3:10], predict the reactants needed to synthesize it. The reactants are: [BH4-].[Na+].[Br:3][C:4]1[CH:5]=[C:6]2[NH:13][C:12](=O)[N:11]([CH2:15][CH2:16]C(OC)=O)[C:7]2=[N:8][C:9]=1[CH3:10].C[OH:22].[NH4+].[Cl-]. (3) The reactants are: [OH:1][C@@H:2]([CH2:6][CH3:7])[C:3]([O-:5])=[O:4].[Na+].S(=O)(=O)(O)O.C(=O)(O)[O-].[K+]. Given the product [OH:1][C@@H:2]([CH2:6][CH3:7])[C:3]([O:5][CH2:3][CH2:2][CH2:6][CH3:7])=[O:4], predict the reactants needed to synthesize it. (4) Given the product [NH2:1][C:2]1[C:7]([F:8])=[C:6]([C:9]2[CH:14]=[CH:13][C:12]([Cl:15])=[C:11]([O:16][CH3:17])[C:10]=2[F:18])[N:5]=[C:4]([C:19]([O:21][CH2:38][C:39]2[CH:44]=[CH:43][CH:42]=[CH:41][CH:40]=2)=[O:20])[C:3]=1[Cl:22], predict the reactants needed to synthesize it. The reactants are: [NH2:1][C:2]1[C:7]([F:8])=[C:6]([C:9]2[CH:14]=[CH:13][C:12]([Cl:15])=[C:11]([O:16][CH3:17])[C:10]=2[F:18])[N:5]=[C:4]([C:19]([OH:21])=[O:20])[C:3]=1[Cl:22].C(C1NC=CN=1)(C1NC=CN=1)=O.C(=O)=O.[CH2:38](O)[C:39]1[CH:44]=[CH:43][CH:42]=[CH:41][CH:40]=1.